This data is from Forward reaction prediction with 1.9M reactions from USPTO patents (1976-2016). The task is: Predict the product of the given reaction. (1) Given the reactants C([O:3][C:4]([C:6]1([NH:15][C:16]([C:18]2[C:19]3[CH:20]=[CH:21][NH:22][C:23]=3[CH:24]=[CH:25][CH:26]=2)=[O:17])[CH2:14][C:13]2[C:8](=[CH:9][CH:10]=[CH:11][CH:12]=2)[CH2:7]1)=[O:5])C.[OH-].[K+].O, predict the reaction product. The product is: [NH:22]1[C:23]2[CH:24]=[CH:25][CH:26]=[C:18]([C:16]([NH:15][C:6]3([C:4]([OH:5])=[O:3])[CH2:7][C:8]4[C:13](=[CH:12][CH:11]=[CH:10][CH:9]=4)[CH2:14]3)=[O:17])[C:19]=2[CH:20]=[CH:21]1. (2) Given the reactants [NH2:1][C:2]1[CH:7]=[CH:6][CH:5]=[C:4](Br)[N:3]=1.[CH2:9]([OH:11])[CH3:10].[OH-].[Na+], predict the reaction product. The product is: [CH2:9]([O:11][C:4]1[N:3]=[C:2]([NH2:1])[CH:7]=[CH:6][CH:5]=1)[CH3:10]. (3) Given the reactants [CH3:1][O:2][C:3]([C:5]1[CH:10]=[CH:9][C:8]([C:11]#[N:12])=[C:7](O)[N:6]=1)=[O:4].P(Cl)(Cl)([Cl:16])=O, predict the reaction product. The product is: [CH3:1][O:2][C:3]([C:5]1[CH:10]=[CH:9][C:8]([C:11]#[N:12])=[C:7]([Cl:16])[N:6]=1)=[O:4]. (4) Given the reactants [NH2:1][C:2]1[CH:7]=[CH:6][C:5]([N:8]2[CH2:13][CH2:12][O:11][CH2:10][C:9]2=[O:14])=[C:4]([F:15])[CH:3]=1.[Cl:16][C:17]1[S:21][C:20]([C:22]([NH:24][CH2:25][CH:26]2[CH2:28][O:27]2)=[O:23])=[CH:19][CH:18]=1.O, predict the reaction product. The product is: [Cl:16][C:17]1[S:21][C:20]([C:22]([NH:24][CH2:25][CH:26]([OH:27])[CH2:28][NH:1][C:2]2[CH:7]=[CH:6][C:5]([N:8]3[CH2:13][CH2:12][O:11][CH2:10][C:9]3=[O:14])=[C:4]([F:15])[CH:3]=2)=[O:23])=[CH:19][CH:18]=1. (5) Given the reactants [CH3:1][NH:2][S:3]([C:6]1[CH:11]=[CH:10][C:9](Br)=[CH:8][CH:7]=1)(=[O:5])=[O:4].[C:13]1([OH:19])[CH:18]=[CH:17][CH:16]=[CH:15][CH:14]=1, predict the reaction product. The product is: [CH3:1][NH:2][S:3]([C:6]1[CH:11]=[CH:10][C:9]([O:19][C:13]2[CH:18]=[CH:17][CH:16]=[CH:15][CH:14]=2)=[CH:8][CH:7]=1)(=[O:5])=[O:4].